This data is from Peptide-MHC class II binding affinity with 134,281 pairs from IEDB. The task is: Regression. Given a peptide amino acid sequence and an MHC pseudo amino acid sequence, predict their binding affinity value. This is MHC class II binding data. (1) The peptide sequence is SDRGWGNGCGLFGKG. The MHC is DRB5_0101 with pseudo-sequence DRB5_0101. The binding affinity (normalized) is 0. (2) The peptide sequence is MYLGTCKTLTPLMSS. The MHC is HLA-DPA10103-DPB10201 with pseudo-sequence HLA-DPA10103-DPB10201. The binding affinity (normalized) is 0.298. (3) The peptide sequence is FQDAYNAAGGHNAVF. The MHC is H-2-IAd with pseudo-sequence H-2-IAd. The binding affinity (normalized) is 0.216. (4) The peptide sequence is WVSATLEQDKCVTVM. The MHC is DRB1_0701 with pseudo-sequence DRB1_0701. The binding affinity (normalized) is 0.263. (5) The peptide sequence is SEQGEFKLLSEEKVP. The MHC is DRB1_0901 with pseudo-sequence DRB1_0901. The binding affinity (normalized) is 0.478. (6) The MHC is DRB1_1101 with pseudo-sequence DRB1_1101. The peptide sequence is VVNPSVKTVREAGILITA. The binding affinity (normalized) is 0.248.